From a dataset of NCI-60 drug combinations with 297,098 pairs across 59 cell lines. Regression. Given two drug SMILES strings and cell line genomic features, predict the synergy score measuring deviation from expected non-interaction effect. (1) Drug 1: CC1C(C(=O)NC(C(=O)N2CCCC2C(=O)N(CC(=O)N(C(C(=O)O1)C(C)C)C)C)C(C)C)NC(=O)C3=C4C(=C(C=C3)C)OC5=C(C(=O)C(=C(C5=N4)C(=O)NC6C(OC(=O)C(N(C(=O)CN(C(=O)C7CCCN7C(=O)C(NC6=O)C(C)C)C)C)C(C)C)C)N)C. Drug 2: CC12CCC3C(C1CCC2O)C(CC4=C3C=CC(=C4)O)CCCCCCCCCS(=O)CCCC(C(F)(F)F)(F)F. Cell line: COLO 205. Synergy scores: CSS=36.7, Synergy_ZIP=14.7, Synergy_Bliss=19.6, Synergy_Loewe=4.62, Synergy_HSA=13.7. (2) Drug 1: CN(CCCl)CCCl.Cl. Drug 2: C1C(C(OC1N2C=NC3=C2NC=NCC3O)CO)O. Cell line: HL-60(TB). Synergy scores: CSS=66.8, Synergy_ZIP=-2.06, Synergy_Bliss=-4.56, Synergy_Loewe=-9.47, Synergy_HSA=-4.64. (3) Drug 1: CCC1(CC2CC(C3=C(CCN(C2)C1)C4=CC=CC=C4N3)(C5=C(C=C6C(=C5)C78CCN9C7C(C=CC9)(C(C(C8N6C)(C(=O)OC)O)OC(=O)C)CC)OC)C(=O)OC)O.OS(=O)(=O)O. Drug 2: CC1CCC2CC(C(=CC=CC=CC(CC(C(=O)C(C(C(=CC(C(=O)CC(OC(=O)C3CCCCN3C(=O)C(=O)C1(O2)O)C(C)CC4CCC(C(C4)OC)O)C)C)O)OC)C)C)C)OC. Cell line: T-47D. Synergy scores: CSS=-3.54, Synergy_ZIP=-0.469, Synergy_Bliss=-2.59, Synergy_Loewe=-4.31, Synergy_HSA=-3.62. (4) Synergy scores: CSS=27.7, Synergy_ZIP=-5.12, Synergy_Bliss=-1.53, Synergy_Loewe=-6.40, Synergy_HSA=1.29. Drug 1: COC1=C(C=C2C(=C1)N=CN=C2NC3=CC(=C(C=C3)F)Cl)OCCCN4CCOCC4. Cell line: A498. Drug 2: C1CCC(CC1)NC(=O)N(CCCl)N=O. (5) Drug 1: CC1CC2C3CCC4=CC(=O)C=CC4(C3(C(CC2(C1(C(=O)CO)O)C)O)F)C. Drug 2: CCN(CC)CCNC(=O)C1=C(NC(=C1C)C=C2C3=C(C=CC(=C3)F)NC2=O)C. Cell line: OVCAR3. Synergy scores: CSS=16.1, Synergy_ZIP=10.9, Synergy_Bliss=14.6, Synergy_Loewe=7.16, Synergy_HSA=12.1. (6) Drug 1: CN(C)N=NC1=C(NC=N1)C(=O)N. Drug 2: CC12CCC3C(C1CCC2O)C(CC4=C3C=CC(=C4)O)CCCCCCCCCS(=O)CCCC(C(F)(F)F)(F)F. Cell line: LOX IMVI. Synergy scores: CSS=38.1, Synergy_ZIP=-6.14, Synergy_Bliss=-3.56, Synergy_Loewe=-3.14, Synergy_HSA=-2.31. (7) Drug 2: CS(=O)(=O)OCCCCOS(=O)(=O)C. Cell line: ACHN. Synergy scores: CSS=32.0, Synergy_ZIP=-4.70, Synergy_Bliss=-0.758, Synergy_Loewe=-13.8, Synergy_HSA=-4.07. Drug 1: CN(C)C1=NC(=NC(=N1)N(C)C)N(C)C. (8) Drug 1: C1CN1C2=NC(=NC(=N2)N3CC3)N4CC4. Drug 2: C1CN(CCN1C(=O)CCBr)C(=O)CCBr. Cell line: BT-549. Synergy scores: CSS=25.0, Synergy_ZIP=-9.09, Synergy_Bliss=-3.76, Synergy_Loewe=-0.207, Synergy_HSA=1.24. (9) Drug 1: CS(=O)(=O)C1=CC(=C(C=C1)C(=O)NC2=CC(=C(C=C2)Cl)C3=CC=CC=N3)Cl. Drug 2: C1=NNC2=C1C(=O)NC=N2. Cell line: SNB-75. Synergy scores: CSS=0.160, Synergy_ZIP=6.16, Synergy_Bliss=0.654, Synergy_Loewe=-1.68, Synergy_HSA=-1.47. (10) Drug 1: C1CC(=O)NC(=O)C1N2CC3=C(C2=O)C=CC=C3N. Drug 2: C1=NC2=C(N1)C(=S)N=C(N2)N. Cell line: HOP-62. Synergy scores: CSS=39.4, Synergy_ZIP=2.43, Synergy_Bliss=2.27, Synergy_Loewe=-14.9, Synergy_HSA=3.77.